This data is from Forward reaction prediction with 1.9M reactions from USPTO patents (1976-2016). The task is: Predict the product of the given reaction. (1) Given the reactants [CH2:1]([O:8][C:9]1[CH:18]=[CH:17][CH:16]=[C:15]2[C:10]=1[CH2:11][CH2:12][CH2:13][CH:14]2[C:19](O)=[O:20])[C:2]1[CH:7]=[CH:6][CH:5]=[CH:4][CH:3]=1.[CH2:22]([N:29]1[CH:33]=[C:32]([CH2:34][NH:35][C:36]2[CH:41]=[CH:40][C:39]([CH:42]([CH3:44])[CH3:43])=[CH:38][CH:37]=2)[CH:31]=[N:30]1)[C:23]1[CH:28]=[CH:27][CH:26]=[CH:25][CH:24]=1, predict the reaction product. The product is: [CH2:1]([O:8][C:9]1[CH:18]=[CH:17][CH:16]=[C:15]2[C:10]=1[CH2:11][CH2:12][CH2:13][CH:14]2[C:19]([N:35]([CH2:34][C:32]1[CH:31]=[N:30][N:29]([CH2:22][C:23]2[CH:24]=[CH:25][CH:26]=[CH:27][CH:28]=2)[CH:33]=1)[C:36]1[CH:41]=[CH:40][C:39]([CH:42]([CH3:44])[CH3:43])=[CH:38][CH:37]=1)=[O:20])[C:2]1[CH:3]=[CH:4][CH:5]=[CH:6][CH:7]=1. (2) Given the reactants [F:1][C:2]([F:32])([F:31])[C:3]1[CH:4]=[C:5]([C@H:13]([O:15][C@@H:16]2[C@@H:21]([C:22]3[CH:27]=[CH:26][C:25]([F:28])=[CH:24][CH:23]=3)[C@H:20]([CH:29]=O)[CH2:19][CH2:18][O:17]2)[CH3:14])[CH:6]=[C:7]([C:9]([F:12])([F:11])[F:10])[CH:8]=1.[OH:33][CH:34]1[C:38]2([CH2:43][CH2:42][NH:41][CH2:40][CH2:39]2)[CH2:37][O:36][C:35]1([CH3:45])[CH3:44], predict the reaction product. The product is: [F:32][C:2]([F:1])([F:31])[C:3]1[CH:4]=[C:5]([C@H:13]([O:15][C@@H:16]2[C@@H:21]([C:22]3[CH:23]=[CH:24][C:25]([F:28])=[CH:26][CH:27]=3)[C@H:20]([CH2:29][N:41]3[CH2:42][CH2:43][C:38]4([CH2:37][O:36][C:35]([CH3:45])([CH3:44])[CH:34]4[OH:33])[CH2:39][CH2:40]3)[CH2:19][CH2:18][O:17]2)[CH3:14])[CH:6]=[C:7]([C:9]([F:10])([F:11])[F:12])[CH:8]=1. (3) Given the reactants CO.[BH4-].[Na+].[CH3:5][O:6][C:7]1[CH:49]=[CH:48][C:10]([CH2:11][O:12][C:13]2[N:18]=[C:17]([C:19]3[C:24]4[O:25][C:26]5[C:31]([C:32](=[O:33])[C:23]=4[CH:22]=[CH:21][N:20]=3)=[CH:30][C:29]([NH:34][C:35](=[O:41])[O:36][C:37]([CH3:40])([CH3:39])[CH3:38])=[CH:28][CH:27]=5)[CH:16]=[C:15]([N:42]3[CH2:47][CH2:46][O:45][CH2:44][CH2:43]3)[CH:14]=2)=[CH:9][CH:8]=1.[Cl-].[NH4+], predict the reaction product. The product is: [OH:33][CH:32]1[C:23]2[CH:22]=[CH:21][N:20]=[C:19]([C:17]3[CH:16]=[C:15]([N:42]4[CH2:43][CH2:44][O:45][CH2:46][CH2:47]4)[CH:14]=[C:13]([O:12][CH2:11][C:10]4[CH:48]=[CH:49][C:7]([O:6][CH3:5])=[CH:8][CH:9]=4)[N:18]=3)[C:24]=2[O:25][C:26]2[C:31]1=[CH:30][C:29]([NH:34][C:35](=[O:41])[O:36][C:37]([CH3:39])([CH3:38])[CH3:40])=[CH:28][CH:27]=2. (4) Given the reactants Cl.Cl.[NH2:3][C@@H:4]1[CH2:8][C@H:7]([C:9]([OH:11])=[O:10])[CH:6]=[CH:5]1.CCN(C(C)C)C(C)C.[C:21](O[C:21]([O:23][C:24]([CH3:27])([CH3:26])[CH3:25])=[O:22])([O:23][C:24]([CH3:27])([CH3:26])[CH3:25])=[O:22], predict the reaction product. The product is: [C:24]([O:23][C:21]([NH:3][C@@H:4]1[CH2:8][C@H:7]([C:9]([OH:11])=[O:10])[CH:6]=[CH:5]1)=[O:22])([CH3:27])([CH3:26])[CH3:25]. (5) Given the reactants [F:1][C:2]1[CH:7]=[CH:6][C:5]([C:8]2[CH:9]=[C:10]([C:14]3[CH:19]=[CH:18][CH:17]=[CH:16][CH:15]=3)[N:11]=[N:12][CH:13]=2)=[CH:4][C:3]=1[OH:20].[H-].[Na+].[CH3:23][N:24]1[C:28]([CH2:29]O)=[N:27][CH:26]=[N:25]1.O, predict the reaction product. The product is: [F:1][C:2]1[CH:7]=[CH:6][C:5]([C:8]2[CH:9]=[C:10]([C:14]3[CH:19]=[CH:18][CH:17]=[CH:16][CH:15]=3)[N:11]=[N:12][CH:13]=2)=[CH:4][C:3]=1[O:20][CH2:29][C:28]1[N:24]([CH3:23])[N:25]=[CH:26][N:27]=1.